Dataset: Catalyst prediction with 721,799 reactions and 888 catalyst types from USPTO. Task: Predict which catalyst facilitates the given reaction. Reactant: [C:1]([O:5][C:6]([N:8]1[CH2:11][CH:10]([C:12]([OH:14])=O)[CH2:9]1)=[O:7])([CH3:4])([CH3:3])[CH3:2].OC1C2N=NNC=2C=CC=1.C(Cl)CCl.Cl.[CH3:30][NH:31][O:32][CH3:33]. Product: [CH3:33][O:32][N:31]([CH3:30])[C:12]([CH:10]1[CH2:9][N:8]([C:6]([O:5][C:1]([CH3:2])([CH3:3])[CH3:4])=[O:7])[CH2:11]1)=[O:14]. The catalyst class is: 236.